Predict the reactants needed to synthesize the given product. From a dataset of Full USPTO retrosynthesis dataset with 1.9M reactions from patents (1976-2016). (1) Given the product [ClH:25].[ClH:25].[NH2:1][CH2:2][CH2:3][CH2:4][CH2:5][CH2:6][CH2:7][CH2:8][N:9]1[CH2:14][CH2:13][CH:12]([C:15]2[C:23]3[C:18](=[CH:19][CH:20]=[C:21]([OH:24])[CH:22]=3)[NH:17][CH:16]=2)[CH2:11][CH2:10]1, predict the reactants needed to synthesize it. The reactants are: [NH2:1][CH2:2][CH2:3][CH2:4][CH2:5][CH2:6][CH2:7][CH2:8][N:9]1[CH2:14][CH2:13][CH:12]([C:15]2[C:23]3[C:18](=[CH:19][CH:20]=[C:21]([OH:24])[CH:22]=3)[NH:17][CH:16]=2)[CH2:11][CH2:10]1.[ClH:25]. (2) Given the product [F:18][C:19]1[CH:26]=[C:25]([CH:4]([S:2]([CH3:1])=[O:3])[S:5][CH3:6])[C:24]([F:28])=[CH:23][C:20]=1[C:21]#[N:22], predict the reactants needed to synthesize it. The reactants are: [CH3:1][S:2]([CH2:4][S:5][CH3:6])=[O:3].C([Li])CCC.CCCCCC.[F:18][C:19]1[CH:26]=[C:25](F)[C:24]([F:28])=[CH:23][C:20]=1[C:21]#[N:22]. (3) Given the product [C:1]([C:5]1[N:6]=[C:7]([NH:10][C:11]([C:13]2[CH:24]=[CH:23][N:16]3[C:17](=[O:22])[CH:18]=[C:19]([N:64]4[CH2:65][CH2:66][CH2:67][CH:62]([C:60]([N:59]([CH3:68])[CH3:58])=[O:61])[CH2:63]4)[N:20]=[C:15]3[CH:14]=2)=[O:12])[S:8][CH:9]=1)([CH3:2])([CH3:4])[CH3:3], predict the reactants needed to synthesize it. The reactants are: [C:1]([C:5]1[N:6]=[C:7]([NH:10][C:11]([C:13]2[CH:24]=[CH:23][N:16]3[C:17](=[O:22])[CH2:18][C:19](=O)[N:20]=[C:15]3[CH:14]=2)=[O:12])[S:8][CH:9]=1)([CH3:4])([CH3:3])[CH3:2].C(N(C(C)C)CC)(C)C.P(Cl)(OC1C=CC=CC=1)(OC1C=CC=CC=1)=O.FC(F)(F)C(O)=O.[CH3:58][N:59]([CH3:68])[C:60]([CH:62]1[CH2:67][CH2:66][CH2:65][NH:64][CH2:63]1)=[O:61].C(=O)([O-])O.[Na+]. (4) Given the product [CH3:15][N:16]([CH:18]=[C:6]([N:1]1[CH:5]=[CH:4][N:3]=[CH:2]1)[C:7]([O:9][CH2:10][CH3:11])=[O:8])[CH3:17], predict the reactants needed to synthesize it. The reactants are: [N:1]1([CH2:6][C:7]([O:9][CH2:10][CH3:11])=[O:8])[CH:5]=[CH:4][N:3]=[CH:2]1.C(O[CH:15](OCC)[N:16]([CH3:18])[CH3:17])C.